Dataset: Catalyst prediction with 721,799 reactions and 888 catalyst types from USPTO. Task: Predict which catalyst facilitates the given reaction. (1) Reactant: [CH3:1][NH:2][C:3]([NH:5][CH3:6])=[O:4].C(O[C:11](=[O:13])[CH3:12])(=O)C.N1C=CC=[CH:16][CH:15]=1. Product: [CH3:1][N:2]1[C:15]([CH3:16])=[CH:12][C:11](=[O:13])[N:5]([CH3:6])[C:3]1=[O:4]. The catalyst class is: 142. (2) Reactant: [CH2:1]([O:3][C:4]([C:6]1[CH2:12][CH2:11][N:10]([S:13]([C:16]2[CH:22]=[CH:21][C:19]([CH3:20])=[CH:18][CH:17]=2)(=[O:15])=[O:14])[C:9]2[CH:23]=[CH:24][CH:25]=[CH:26][C:8]=2[CH:7]=1)=[O:5])[CH3:2]. Product: [CH2:1]([O:3][C:4]([CH:6]1[CH2:12][CH2:11][N:10]([S:13]([C:16]2[CH:17]=[CH:18][C:19]([CH3:20])=[CH:21][CH:22]=2)(=[O:15])=[O:14])[C:9]2[CH:23]=[CH:24][CH:25]=[CH:26][C:8]=2[CH2:7]1)=[O:5])[CH3:2]. The catalyst class is: 63. (3) Reactant: [CH3:1][N:2]([C:7]1[CH:12]=[C:11]([N+:13]([O-])=O)[CH:10]=[CH:9][C:8]=1[C:16]([N:18]1[CH2:23][CH2:22][O:21][CH2:20][CH2:19]1)=[O:17])[S:3]([CH3:6])(=[O:5])=[O:4].[Cl-].[NH4+].C1COCC1. Product: [NH2:13][C:11]1[CH:10]=[CH:9][C:8]([C:16]([N:18]2[CH2:19][CH2:20][O:21][CH2:22][CH2:23]2)=[O:17])=[C:7]([N:2]([CH3:1])[S:3]([CH3:6])(=[O:5])=[O:4])[CH:12]=1. The catalyst class is: 284. (4) Reactant: [Li]CCCC.[Br-].[CH3:7][O:8][C:9]1[CH:10]=[C:11]([CH:32]=[C:33]([O:37][CH3:38])[C:34]=1[O:35][CH3:36])[CH2:12][P+](C1C=CC=CC=1)(C1C=CC=CC=1)C1C=CC=CC=1.[C:39]1([C:45]2[S:46][CH:47]=[C:48]([CH:50]=O)[N:49]=2)[CH:44]=[CH:43][CH:42]=[CH:41][CH:40]=1.[NH4+].[Cl-]. Product: [C:39]1([C:45]2[S:46][CH:47]=[C:48](/[CH:50]=[CH:12]\[C:11]3[CH:32]=[C:33]([O:37][CH3:38])[C:34]([O:35][CH3:36])=[C:9]([O:8][CH3:7])[CH:10]=3)[N:49]=2)[CH:40]=[CH:41][CH:42]=[CH:43][CH:44]=1. The catalyst class is: 1. (5) Reactant: C[O:2][C:3]([C@@H:5]1[C@@H:10]([C:11]2[CH:16]=[CH:15][C:14]([O:17][CH2:18][C:19]3[O:23][N:22]=[C:21]([C:24]4[C:29]([F:30])=[CH:28][CH:27]=[C:26]([F:31])[C:25]=4[Cl:32])[CH:20]=3)=[CH:13][CH:12]=2)[CH2:9][CH2:8][N:7]([C:33]([O:35][C:36]([CH3:39])([CH3:38])[CH3:37])=[O:34])[CH2:6]1)=[O:4].[OH-].[Na+].Cl. Product: [C:36]([O:35][C:33]([N:7]1[CH2:8][CH2:9][C@H:10]([C:11]2[CH:12]=[CH:13][C:14]([O:17][CH2:18][C:19]3[O:23][N:22]=[C:21]([C:24]4[C:29]([F:30])=[CH:28][CH:27]=[C:26]([F:31])[C:25]=4[Cl:32])[CH:20]=3)=[CH:15][CH:16]=2)[C@@H:5]([C:3]([OH:4])=[O:2])[CH2:6]1)=[O:34])([CH3:39])([CH3:37])[CH3:38]. The catalyst class is: 1. (6) Reactant: [N:1]1([C:7]2[S:8][CH2:9][C:10](=[O:12])[N:11]=2)[CH2:6][CH2:5][S:4][CH2:3][CH2:2]1.[C:13]([C:16]1[CH:17]=[C:18]([CH:21]=[CH:22][CH:23]=1)[CH:19]=O)([OH:15])=[O:14].C([O-])(=O)C.[Na+]. Product: [O:12]=[C:10]1[C:9](=[CH:19][C:18]2[CH:17]=[C:16]([CH:23]=[CH:22][CH:21]=2)[C:13]([OH:15])=[O:14])[S:8][C:7]([N:1]2[CH2:2][CH2:3][S:4][CH2:5][CH2:6]2)=[N:11]1. The catalyst class is: 15. (7) Reactant: [CH3:1][C:2]1[N:7]=[C:6]([C:8]2[C:9]([C:16]3[CH:17]=[CH:18][C:19]4[N:23]=[CH:22][N:21]([CH2:24][CH2:25][CH2:26][OH:27])[C:20]=4[CH:28]=3)=[C:10]3[CH2:15][CH2:14][CH2:13][N:11]3[N:12]=2)[CH:5]=[CH:4][CH:3]=1.[CH3:29][S:30](Cl)(=[O:32])=[O:31]. Product: [CH3:1][C:2]1[N:7]=[C:6]([C:8]2[C:9]([C:16]3[CH:17]=[CH:18][C:19]4[N:23]=[CH:22][N:21]([CH2:24][CH2:25][CH2:26][O:27][S:30]([CH3:29])(=[O:32])=[O:31])[C:20]=4[CH:28]=3)=[C:10]3[CH2:15][CH2:14][CH2:13][N:11]3[N:12]=2)[CH:5]=[CH:4][CH:3]=1. The catalyst class is: 17. (8) Reactant: [Cl:1][C:2]1[C:7]([C:8](Cl)=[O:9])=[C:6]([Cl:11])[N:5]=[CH:4][N:3]=1.[NH2:12][C:13]1[CH:14]=[C:15]([CH:19]=[CH:20][C:21]=1[O:22][CH3:23])[C:16]([NH2:18])=[O:17]. Product: [C:16]([C:15]1[CH:19]=[CH:20][C:21]([O:22][CH3:23])=[C:13]([NH:12][C:8]([C:7]2[C:6]([Cl:11])=[N:5][CH:4]=[N:3][C:2]=2[Cl:1])=[O:9])[CH:14]=1)(=[O:17])[NH2:18]. The catalyst class is: 4.